Dataset: Reaction yield outcomes from USPTO patents with 853,638 reactions. Task: Predict the reaction yield, written as a fraction of the theoretical maximum amount of product (1.0 means a 100% yield; for example, 0.34 means a 34% yield). (1) The reactants are [Br:1][C:2]1[CH:3]=[C:4]([Br:11])[C:5]2[N:6]([CH:8]=[CH:9][N:10]=2)[N:7]=1.[Br:12]Br. The product is [Br:12][C:8]1[N:6]2[N:7]=[C:2]([Br:1])[CH:3]=[C:4]([Br:11])[C:5]2=[N:10][CH:9]=1. The yield is 0.640. The catalyst is C(O)(=O)C. (2) The reactants are [O:1]=[C:2]1[CH2:10][C:9]2[C:4](=[CH:5][CH:6]=[C:7]([C:11]#[N:12])[CH:8]=2)[NH:3]1.[H-].[Na+].Cl[C:16]1[CH:27]=[CH:26][C:19]([C:20]([N:22]([O:24][CH3:25])[CH3:23])=[O:21])=[CH:18][N:17]=1. The catalyst is CN(C=O)C. The product is [C:11]([C:7]1[CH:8]=[C:9]2[C:4](=[CH:5][CH:6]=1)[NH:3][C:2]([OH:1])=[C:10]2[C:16]1[CH:27]=[CH:26][C:19]([C:20]([N:22]([O:24][CH3:25])[CH3:23])=[O:21])=[CH:18][N:17]=1)#[N:12]. The yield is 0.330. (3) The reactants are C(OC([N:8]1[CH2:13][CH2:12][CH:11]([CH2:14][O:15][C:16]([N:18]2[CH:22]=[CH:21]N=C2)=[O:17])[CH2:10][CH2:9]1)=O)(C)(C)C.[CH:23]([C:26]1[CH:32]=CC(N)=[CH:28][CH:27]=1)([CH3:25])[CH3:24].C(O)(C(F)(F)F)=O.C(Cl)Cl. The catalyst is CN(C=O)C. The product is [NH:8]1[CH2:9][CH2:10][CH:11]([CH2:14][O:15][C:16](=[O:17])[NH:18][C:22]2[CH:21]=[CH:32][C:26]([CH:23]([CH3:25])[CH3:24])=[CH:27][CH:28]=2)[CH2:12][CH2:13]1. The yield is 0.470.